Predict the reactants needed to synthesize the given product. From a dataset of Full USPTO retrosynthesis dataset with 1.9M reactions from patents (1976-2016). (1) Given the product [N:24]1[C:16]([C:15]2[C:10]([NH:9][C:8]3[C:3]([F:2])=[C:4]([NH:32][S:33]([C:36]4[CH:40]=[CH:39][O:38][CH:37]=4)(=[O:34])=[O:35])[CH:5]=[CH:6][C:7]=3[F:31])=[N:11][CH:12]=[CH:13][CH:14]=2)=[C:17]2[C:21]([NH:20][CH:19]=[N:18]2)=[N:22][CH:23]=1, predict the reactants needed to synthesize it. The reactants are: Cl.[F:2][C:3]1[C:8]([NH:9][C:10]2[C:15]([C:16]3[N:24]=[CH:23][N:22]=[C:21]4[C:17]=3[N:18]=[CH:19][N:20]4C3CCCCO3)=[CH:14][CH:13]=[CH:12][N:11]=2)=[C:7]([F:31])[CH:6]=[CH:5][C:4]=1[NH:32][S:33]([C:36]1[CH:40]=[CH:39][O:38][CH:37]=1)(=[O:35])=[O:34]. (2) Given the product [CH2:27]([O:29][C:30]([C:32]1([C:35]2[CH:40]=[CH:39][C:38]([C:2]3[CH:7]=[CH:6][C:5]([C:8]4[O:12][N:11]=[C:10]([CH3:13])[C:9]=4[CH:14]([OH:26])[CH2:15][NH:16][C@@H:17]4[C:25]5[C:20](=[CH:21][CH:22]=[CH:23][CH:24]=5)[CH2:19][CH2:18]4)=[CH:4][CH:3]=3)=[CH:37][CH:36]=2)[CH2:33][CH2:34]1)=[O:31])[CH3:28], predict the reactants needed to synthesize it. The reactants are: Br[C:2]1[CH:7]=[CH:6][C:5]([C:8]2[O:12][N:11]=[C:10]([CH3:13])[C:9]=2[CH:14]([OH:26])[CH2:15][NH:16][C@@H:17]2[C:25]3[C:20](=[CH:21][CH:22]=[CH:23][CH:24]=3)[CH2:19][CH2:18]2)=[CH:4][CH:3]=1.[CH2:27]([O:29][C:30]([C:32]1([C:35]2[CH:40]=[CH:39][C:38](B3OC(C)(C)C(C)(C)O3)=[CH:37][CH:36]=2)[CH2:34][CH2:33]1)=[O:31])[CH3:28]. (3) Given the product [NH2:11][C:8]1[CH:9]=[CH:10][C:5]([C:3]([N:2]([CH3:19])[CH3:1])=[O:4])=[CH:6][CH:7]=1, predict the reactants needed to synthesize it. The reactants are: [CH3:1][N:2]([CH3:19])[C:3]([C:5]1[CH:10]=[CH:9][C:8]([NH:11]C(=O)OC(C)(C)C)=[CH:7][CH:6]=1)=[O:4].C([O-])(O)=O.[Na+]. (4) Given the product [CH2:2]([S:34]([C:15]1[CH:19]=[CH:18][S:17][C:16]=1[C:20]1[O:21][C:22]2[CH:28]=[CH:27][C:26]([S:29][C:30]([F:32])([F:33])[F:31])=[CH:25][C:23]=2[N:24]=1)(=[O:38])=[O:36])[CH3:11], predict the reactants needed to synthesize it. The reactants are: Cl[C:2]1C=C(C=C[CH:11]=1)C(OO)=O.C(S[C:15]1[CH:19]=[CH:18][S:17][C:16]=1[C:20]1[O:21][C:22]2[CH:28]=[CH:27][C:26]([S:29][C:30]([F:33])([F:32])[F:31])=[CH:25][C:23]=2[N:24]=1)C.[S:34]([O-:38])([O-])(=[O:36])=S.[Na+].[Na+]. (5) Given the product [CH:1]1([C:4]2[NH:8][C:7]3[CH:9]=[C:10]([C:17]4[C:18]([CH3:23])=[N:19][O:20][C:21]=4[CH3:22])[CH:11]=[C:12]([C:13]([OH:15])=[O:14])[C:6]=3[N:5]=2)[CH2:2][CH2:3]1, predict the reactants needed to synthesize it. The reactants are: [CH:1]1([C:4]2[NH:8][C:7]3[CH:9]=[C:10]([C:17]4[C:18]([CH3:23])=[N:19][O:20][C:21]=4[CH3:22])[CH:11]=[C:12]([C:13]([O:15]C)=[O:14])[C:6]=3[N:5]=2)[CH2:3][CH2:2]1.Cl.